From a dataset of Full USPTO retrosynthesis dataset with 1.9M reactions from patents (1976-2016). Predict the reactants needed to synthesize the given product. (1) Given the product [C:1]([O:5][C:6](=[O:7])[NH:10][C:11]1[CH:16]=[CH:15][CH:14]=[C:13]([CH3:17])[N:12]=1)([CH3:4])([CH3:3])[CH3:2], predict the reactants needed to synthesize it. The reactants are: [C:1]([OH:5])([CH3:4])([CH3:3])[CH3:2].[C:6](Cl)(Cl)=[O:7].[NH2:10][C:11]1[CH:16]=[CH:15][CH:14]=[C:13]([CH3:17])[N:12]=1.C(N(CC)C(C)C)(C)C.[OH-].[Na+]. (2) Given the product [CH2:14]([NH:21][CH2:1][C:3]1[N:4]([S:8]([N:11]([CH3:13])[CH3:12])(=[O:10])=[O:9])[CH:5]=[CH:6][N:7]=1)[C:15]1[CH:20]=[CH:19][CH:18]=[CH:17][CH:16]=1, predict the reactants needed to synthesize it. The reactants are: [CH:1]([C:3]1[N:4]([S:8]([N:11]([CH3:13])[CH3:12])(=[O:10])=[O:9])[CH:5]=[CH:6][N:7]=1)=O.[CH2:14]([NH2:21])[C:15]1[CH:20]=[CH:19][CH:18]=[CH:17][CH:16]=1. (3) Given the product [CH2:1]([O:5][C:6]([C:8]1[N:9]=[C:10]([C:23]#[N:24])[C:11]2[C:16]([C:17]=1[OH:18])=[CH:15][C:14]([O:19][CH3:20])=[CH:13][CH:12]=2)=[O:7])[CH2:2][CH2:3][CH3:4], predict the reactants needed to synthesize it. The reactants are: [CH2:1]([O:5][C:6]([C:8]1[N:9]=[C:10](Br)[C:11]2[C:16]([C:17]=1[OH:18])=[CH:15][C:14]([O:19][CH3:20])=[CH:13][CH:12]=2)=[O:7])[CH2:2][CH2:3][CH3:4].[Cu][C:23]#[N:24]. (4) Given the product [CH3:33][O:30][C:27]([C:20]1[CH:21]=[C:22]([CH:23]=[CH:24][CH:25]=1)[O:5][CH2:6][CH:7]1[CH2:12][CH2:11][N:10]([C:13]([O:15][C:16]([CH3:19])([CH3:18])[CH3:17])=[O:14])[CH2:9][CH2:8]1)=[O:28], predict the reactants needed to synthesize it. The reactants are: CS([O:5][CH2:6][CH:7]1[CH2:12][CH2:11][N:10]([C:13]([O:15][C:16]([CH3:19])([CH3:18])[CH3:17])=[O:14])[CH2:9][CH2:8]1)(=O)=O.[C:20]1(O)[CH:25]=[CH:24][CH:23]=[CH:22][CH:21]=1.[C:27]([O-:30])([O-])=[O:28].[K+].[K+].[CH3:33]N(C=O)C. (5) Given the product [Br:1][C:2]1[CH:3]=[C:4]2[C:9](=[O:26])[NH:8][C:7]([C:11]([CH3:14])([CH3:13])[CH3:12])=[N:6][CH:5]2[NH:15][C:16]=1[C:17]1[CH:22]=[CH:21][CH:20]=[CH:19][C:18]=1[Cl:23], predict the reactants needed to synthesize it. The reactants are: [Br:1][C:2]1[CH:3]=[C:4]2[C:9](N)=[N:8][C:7]([C:11]([CH3:14])([CH3:13])[CH3:12])=[N:6][CH:5]2[NH:15][C:16]=1[C:17]1[CH:22]=[CH:21][CH:20]=[CH:19][C:18]=1[Cl:23].CS(O)(=O)=[O:26].CCOC(C)=O. (6) Given the product [Br:6][C:7]1[N:8]=[CH:9][C:10]([CH:18]([C:17]2[C:20]([F:25])=[CH:21][CH:22]=[C:23]([F:24])[C:16]=2[F:15])[OH:19])=[C:11]([CH3:13])[CH:12]=1, predict the reactants needed to synthesize it. The reactants are: C([Li])CCC.[Br:6][C:7]1[CH:12]=[C:11]([CH3:13])[C:10](Br)=[CH:9][N:8]=1.[F:15][C:16]1[C:23]([F:24])=[CH:22][CH:21]=[C:20]([F:25])[C:17]=1[CH:18]=[O:19].[Cl-].[NH4+]. (7) Given the product [OH:8][C:9]1[CH:14]=[CH:13][C:12]([CH2:15][CH2:16][CH2:17][CH:18]2[O:19][CH2:20][CH2:21][O:22]2)=[CH:11][CH:10]=1, predict the reactants needed to synthesize it. The reactants are: C([O:8][C:9]1[CH:14]=[CH:13][C:12](/[CH:15]=[CH:16]/[CH2:17][CH:18]2[O:22][CH2:21][CH2:20][O:19]2)=[CH:11][CH:10]=1)C1C=CC=CC=1. (8) The reactants are: [P:1]([O-:5])([O-:4])([O-:3])=[O:2].[F:6][C:7]1[C:12]([F:13])=[C:11]([C:14]([F:17])([F:16])[F:15])[CH:10]=[CH:9][C:8]=1[C:18]1[N:19]=[C:20]([NH:23][C:24](=[O:39])[CH2:25][C:26]2[C:34]3[C:33](=[O:35])[N:32]([CH3:36])[C:31](=[O:37])[N:30]([CH3:38])[C:29]=3[S:28][N:27]=2)[S:21][CH:22]=1.[CH3:40]C(C)([O-])C.[Na+]. Given the product [P:1]([OH:5])([OH:4])([O:3][CH2:40][N:19]1[C:18]([C:8]2[CH:9]=[CH:10][C:11]([C:14]([F:16])([F:15])[F:17])=[C:12]([F:13])[C:7]=2[F:6])=[CH:22][S:21][C:20]1=[N:23][C:24](=[O:39])[CH2:25][C:26]1[C:34]2[C:33](=[O:35])[N:32]([CH3:36])[C:31](=[O:37])[N:30]([CH3:38])[C:29]=2[S:28][N:27]=1)=[O:2], predict the reactants needed to synthesize it.